From a dataset of Full USPTO retrosynthesis dataset with 1.9M reactions from patents (1976-2016). Predict the reactants needed to synthesize the given product. (1) Given the product [Br:20][C:21]1[CH:22]=[C:23]([C:34]([NH:1][CH2:2][C:3]2[C:4]([CH3:19])=[CH:5][C:6]([NH:11][C:12](=[O:18])[O:13][C:14]([CH3:15])([CH3:16])[CH3:17])=[N:7][C:8]=2[O:9][CH3:10])=[O:35])[C:24]2[C:25]([CH3:33])=[CH:26][N:27]([CH:30]([CH3:31])[CH3:32])[C:28]=2[CH:29]=1, predict the reactants needed to synthesize it. The reactants are: [NH2:1][CH2:2][C:3]1[C:4]([CH3:19])=[CH:5][C:6]([NH:11][C:12](=[O:18])[O:13][C:14]([CH3:17])([CH3:16])[CH3:15])=[N:7][C:8]=1[O:9][CH3:10].[Br:20][C:21]1[CH:22]=[C:23]([C:34](O)=[O:35])[C:24]2[C:25]([CH3:33])=[CH:26][N:27]([CH:30]([CH3:32])[CH3:31])[C:28]=2[CH:29]=1.C1C=NC2N(O)N=NC=2C=1.C(Cl)CCl. (2) The reactants are: C(Cl)(=O)C(Cl)=O.CS(C)=O.[CH2:11]([O:13][C:14]1[CH:15]=[CH:16][C:17]([F:30])=[C:18]([C:20]2[CH:25]=[C:24]([CH3:26])[N:23]=[C:22]([CH2:27][OH:28])[C:21]=2[CH3:29])[CH:19]=1)[CH3:12].C(N(CC)CC)C. Given the product [CH2:11]([O:13][C:14]1[CH:15]=[CH:16][C:17]([F:30])=[C:18]([C:20]2[CH:25]=[C:24]([CH3:26])[N:23]=[C:22]([CH:27]=[O:28])[C:21]=2[CH3:29])[CH:19]=1)[CH3:12], predict the reactants needed to synthesize it. (3) Given the product [F:1][C:2]1[CH:3]=[C:4]([CH:8]2[CH2:12][CH2:11][CH2:10][N:9]2[C:13]2[CH:18]=[CH:17][N:16]3[N:19]=[CH:20][C:21]([C:22]([OH:24])=[O:23])=[C:15]3[N:14]=2)[CH:5]=[N:6][CH:7]=1, predict the reactants needed to synthesize it. The reactants are: [F:1][C:2]1[CH:3]=[C:4]([CH:8]2[CH2:12][CH2:11][CH2:10][N:9]2[C:13]2[CH:18]=[CH:17][N:16]3[N:19]=[CH:20][C:21]([C:22]([O:24]CC)=[O:23])=[C:15]3[N:14]=2)[CH:5]=[N:6][CH:7]=1.[OH-].[Na+].C(O)(=O)CC(CC(O)=O)(C(O)=O)O.[Na+].[Cl-]. (4) Given the product [C:24]([O:23][C:21](=[O:22])[NH:28][C:29]1[CH:30]=[CH:31][C:32]([O:35][C:2]2[CH:17]=[CH:16][C:5]([C:6](=[O:7])[NH:8][C:9]3[CH:14]=[CH:13][C:12]([Cl:15])=[CH:11][N:10]=3)=[CH:4][C:3]=2[N+:18]([O-:20])=[O:19])=[CH:33][CH:34]=1)([CH3:27])([CH3:25])[CH3:26], predict the reactants needed to synthesize it. The reactants are: Cl[C:2]1[CH:17]=[CH:16][C:5]([C:6]([NH:8][C:9]2[CH:14]=[CH:13][C:12]([Cl:15])=[CH:11][N:10]=2)=[O:7])=[CH:4][C:3]=1[N+:18]([O-:20])=[O:19].[C:21]([NH:28][C:29]1[CH:34]=[CH:33][C:32]([OH:35])=[CH:31][CH:30]=1)([O:23][C:24]([CH3:27])([CH3:26])[CH3:25])=[O:22].C(=O)([O-])[O-].[K+].[K+].